This data is from Forward reaction prediction with 1.9M reactions from USPTO patents (1976-2016). The task is: Predict the product of the given reaction. (1) Given the reactants N1([C:6]([N:8]2[CH2:13][CH2:12][N:11]([C:14]3[CH:19]=[CH:18][C:17]([C:20](=[O:22])[CH3:21])=[CH:16][CH:15]=3)[CH2:10][CH2:9]2)=[O:7])C=CN=C1.CI.[CH:25]1([N:29]2[CH2:34][CH2:33][NH:32][CH2:31][CH2:30]2)[CH2:28][CH2:27][CH2:26]1, predict the reaction product. The product is: [CH:25]1([N:29]2[CH2:34][CH2:33][N:32]([C:6]([N:8]3[CH2:13][CH2:12][N:11]([C:14]4[CH:19]=[CH:18][C:17]([C:20](=[O:22])[CH3:21])=[CH:16][CH:15]=4)[CH2:10][CH2:9]3)=[O:7])[CH2:31][CH2:30]2)[CH2:28][CH2:27][CH2:26]1. (2) Given the reactants [CH3:1][C:2]1([CH3:13])[C:6]2[NH:7][C:8](=O)[NH:9]C(=O)C=2[CH2:4][O:3]1.P(Cl)(Cl)([Cl:16])=O.[Cl:19][CH2:20][CH2:21]Cl, predict the reaction product. The product is: [Cl:16][C:8]1[N:9]=[C:20]([Cl:19])[C:21]2[CH2:4][O:3][C:2]([CH3:13])([CH3:1])[C:6]=2[N:7]=1. (3) Given the reactants C(OC(N1[CH2:12][CH2:11][CH:10]([NH:13][C:14]([C:16]2[S:17][CH:18]=[CH:19][C:20]=2[NH:21][C:22]2[CH:27]=[CH:26][N:25]=[C:24]3[NH:28][CH:29]=[CH:30][C:23]=23)=[O:15])C1)=O)(C)(C)C.[Cl:31][C:32]1[CH:33]=C(C=[CH:38][CH:39]=1)CN, predict the reaction product. The product is: [Cl:31][C:32]1[CH:33]=[C:11]([CH:12]=[CH:38][CH:39]=1)[CH2:10][NH:13][C:14]([C:16]1[S:17][CH:18]=[CH:19][C:20]=1[NH:21][C:22]1[CH:27]=[CH:26][N:25]=[C:24]2[NH:28][CH:29]=[CH:30][C:23]=12)=[O:15]. (4) Given the reactants [C:1](O)(=O)[C:2]1[CH:7]=[CH:6][CH:5]=[CH:4][CH:3]=1.[CH2:10]([SH:17])[C:11]1[CH:16]=[CH:15][CH:14]=[CH:13][CH:12]=1.P12(SP3(SP(SP(S3)(S1)=S)(=S)S2)=S)=[S:19], predict the reaction product. The product is: [C:1]([S:17][CH2:10][C:11]1[CH:16]=[CH:15][CH:14]=[CH:13][CH:12]=1)(=[S:19])[C:2]1[CH:7]=[CH:6][CH:5]=[CH:4][CH:3]=1. (5) Given the reactants Br[C:2]1[CH:3]=[C:4]2[C:9](=[CH:10][CH:11]=1)[NH:8][CH2:7][CH:6]([NH:12][S:13]([C:16]1[CH:21]=[CH:20][CH:19]=[CH:18][CH:17]=1)(=[O:15])=[O:14])[CH2:5]2.[F:22][C:23]1[CH:28]=[CH:27][C:26](B(O)O)=[CH:25][CH:24]=1.C(N1C2C(=CC(C3C=CC=CC=3)=CC=2)C[C@H](NS(C2C=CC=CC=2)(=O)=O)C1)C1C=CC=CC=1, predict the reaction product. The product is: [F:22][C:23]1[CH:28]=[CH:27][C:26]([C:2]2[CH:3]=[C:4]3[C:9](=[CH:10][CH:11]=2)[NH:8][CH2:7][CH:6]([NH:12][S:13]([C:16]2[CH:21]=[CH:20][CH:19]=[CH:18][CH:17]=2)(=[O:15])=[O:14])[CH2:5]3)=[CH:25][CH:24]=1. (6) The product is: [CH3:21][O:22][CH:23]([C:26]1[CH:27]=[C:28]([NH:29][C:16](=[O:18])[CH2:15][C:12]2[CH:13]=[CH:14][C:9]([O:8][CH2:1][C:2]3[CH:3]=[CH:4][CH:5]=[CH:6][CH:7]=3)=[CH:10][C:11]=2[O:19][CH3:20])[CH:30]=[CH:31][CH:32]=1)[O:24][CH3:25]. Given the reactants [CH2:1]([O:8][C:9]1[CH:14]=[CH:13][C:12]([CH2:15][C:16]([OH:18])=O)=[C:11]([O:19][CH3:20])[CH:10]=1)[C:2]1[CH:7]=[CH:6][CH:5]=[CH:4][CH:3]=1.[CH3:21][O:22][CH:23]([C:26]1[CH:27]=[C:28]([CH:30]=[CH:31][CH:32]=1)[NH2:29])[O:24][CH3:25], predict the reaction product. (7) Given the reactants C(=O)([O-])[O-].[K+].[K+].[CH2:7]([O:9][C:10]([C:12]1[CH:13]=[N:14][NH:15][C:16]=1[CH2:17][C@H:18]1[O:24][C@H:23]([C:25]2[CH:30]=[CH:29][CH:28]=[C:27]([O:31][CH3:32])[C:26]=2[O:33][CH3:34])[C:22]2[CH:35]=[C:36]([Cl:39])[CH:37]=[CH:38][C:21]=2[N:20]([CH2:40][C:41]([CH3:48])([CH3:47])[CH2:42][O:43][C:44](=[O:46])[CH3:45])[C:19]1=[O:49])=[O:11])[CH3:8].Br[CH2:51][CH2:52][CH2:53][C:54]([O:56][CH2:57][CH3:58])=[O:55], predict the reaction product. The product is: [C:44]([O:43][CH2:42][C:41]([CH3:48])([CH3:47])[CH2:40][N:20]1[C:21]2[CH:38]=[CH:37][C:36]([Cl:39])=[CH:35][C:22]=2[C@@H:23]([C:25]2[CH:30]=[CH:29][CH:28]=[C:27]([O:31][CH3:32])[C:26]=2[O:33][CH3:34])[O:24][C@H:18]([CH2:17][C:16]2[C:12]([C:10]([O:9][CH2:7][CH3:8])=[O:11])=[CH:13][N:14]([CH2:51][CH2:52][CH2:53][C:54]([O:56][CH2:57][CH3:58])=[O:55])[N:15]=2)[C:19]1=[O:49])(=[O:46])[CH3:45].[C:44]([O:43][CH2:42][C:41]([CH3:48])([CH3:47])[CH2:40][N:20]1[C:21]2[CH:38]=[CH:37][C:36]([Cl:39])=[CH:35][C:22]=2[C@@H:23]([C:25]2[CH:30]=[CH:29][CH:28]=[C:27]([O:31][CH3:32])[C:26]=2[O:33][CH3:34])[O:24][C@H:18]([CH2:17][C:16]2[N:15]([CH2:51][CH2:52][CH2:53][C:54]([O:56][CH2:57][CH3:58])=[O:55])[N:14]=[CH:13][C:12]=2[C:10]([O:9][CH2:7][CH3:8])=[O:11])[C:19]1=[O:49])(=[O:46])[CH3:45].